From a dataset of NCI-60 drug combinations with 297,098 pairs across 59 cell lines. Regression. Given two drug SMILES strings and cell line genomic features, predict the synergy score measuring deviation from expected non-interaction effect. (1) Drug 1: C1CC(=O)NC(=O)C1N2CC3=C(C2=O)C=CC=C3N. Drug 2: CC1=CC=C(C=C1)C2=CC(=NN2C3=CC=C(C=C3)S(=O)(=O)N)C(F)(F)F. Cell line: K-562. Synergy scores: CSS=7.88, Synergy_ZIP=-2.61, Synergy_Bliss=-0.250, Synergy_Loewe=-1.24, Synergy_HSA=1.01. (2) Drug 1: C1=CN(C(=O)N=C1N)C2C(C(C(O2)CO)O)O.Cl. Drug 2: C1=NC2=C(N=C(N=C2N1C3C(C(C(O3)CO)O)F)Cl)N. Cell line: OVCAR3. Synergy scores: CSS=8.28, Synergy_ZIP=-2.01, Synergy_Bliss=2.74, Synergy_Loewe=0.505, Synergy_HSA=-0.859.